Dataset: NCI-60 drug combinations with 297,098 pairs across 59 cell lines. Task: Regression. Given two drug SMILES strings and cell line genomic features, predict the synergy score measuring deviation from expected non-interaction effect. (1) Drug 2: C1C(C(OC1N2C=NC(=NC2=O)N)CO)O. Drug 1: COC1=C2C(=CC3=C1OC=C3)C=CC(=O)O2. Cell line: SW-620. Synergy scores: CSS=12.6, Synergy_ZIP=-0.711, Synergy_Bliss=-2.16, Synergy_Loewe=0.616, Synergy_HSA=1.34. (2) Drug 1: C1CN1P(=S)(N2CC2)N3CC3. Drug 2: N.N.Cl[Pt+2]Cl. Cell line: M14. Synergy scores: CSS=18.6, Synergy_ZIP=0.0244, Synergy_Bliss=5.67, Synergy_Loewe=-7.87, Synergy_HSA=-1.81.